Predict the reaction yield, written as a fraction of the theoretical maximum amount of product (1.0 means a 100% yield; for example, 0.34 means a 34% yield). From a dataset of Buchwald-Hartwig C-N cross coupling reaction yields with 55,370 reactions. (1) The reactants are CCc1ccc(Br)cc1.Cc1ccc(N)cc1.O=S(=O)(O[Pd]1c2ccccc2-c2ccccc2N~1)C(F)(F)F.CC(C)c1cc(C(C)C)c(-c2ccccc2P(C2CCCCC2)C2CCCCC2)c(C(C)C)c1.CN1CCCN2CCCN=C12.Cc1cc(-c2ccccc2)on1. No catalyst specified. The product is CCc1ccc(Nc2ccc(C)cc2)cc1. The yield is 0.258. (2) The reactants are COc1ccc(Br)cc1.Cc1ccc(N)cc1.O=S(=O)(O[Pd]1c2ccccc2-c2ccccc2N~1)C(F)(F)F.CC(C)c1cc(C(C)C)c(-c2ccccc2P(C(C)(C)C)C(C)(C)C)c(C(C)C)c1.CN1CCCN2CCCN=C12.COC(=O)c1cc(-c2ccco2)on1. No catalyst specified. The product is COc1ccc(Nc2ccc(C)cc2)cc1. The yield is 0.477. (3) The reactants are CCc1ccc(Br)cc1.Cc1ccc(N)cc1.O=S(=O)(O[Pd]1c2ccccc2-c2ccccc2N~1)C(F)(F)F.CC(C)c1cc(C(C)C)c(-c2ccccc2P(C(C)(C)C)C(C)(C)C)c(C(C)C)c1.CCN=P(N=P(N(C)C)(N(C)C)N(C)C)(N(C)C)N(C)C.CCOC(=O)c1cc(OC)no1. No catalyst specified. The product is CCc1ccc(Nc2ccc(C)cc2)cc1. The yield is 0.611. (4) The product is Cc1ccc(Nc2ccc(C(F)(F)F)cc2)cc1. The yield is 0.157. No catalyst specified. The reactants are FC(F)(F)c1ccc(Br)cc1.Cc1ccc(N)cc1.O=S(=O)(O[Pd]1c2ccccc2-c2ccccc2N~1)C(F)(F)F.COc1ccc(OC)c(P([C@]23C[C@H]4C[C@H](C[C@H](C4)C2)C3)[C@]23C[C@H]4C[C@H](C[C@H](C4)C2)C3)c1-c1c(C(C)C)cc(C(C)C)cc1C(C)C.CCN=P(N=P(N(C)C)(N(C)C)N(C)C)(N(C)C)N(C)C.c1ccc(CN(Cc2ccccc2)c2ccon2)cc1. (5) The reactants are Ic1ccccn1.Cc1ccc(N)cc1.O=S(=O)(O[Pd]1c2ccccc2-c2ccccc2N~1)C(F)(F)F.COc1ccc(OC)c(P([C@]23C[C@H]4C[C@H](C[C@H](C4)C2)C3)[C@]23C[C@H]4C[C@H](C[C@H](C4)C2)C3)c1-c1c(C(C)C)cc(C(C)C)cc1C(C)C.CN(C)C(=NC(C)(C)C)N(C)C.Fc1cccc(F)c1-c1ccno1. No catalyst specified. The product is Cc1ccc(Nc2ccccn2)cc1. The yield is 0.536. (6) The reactants are FC(F)(F)c1ccc(I)cc1.Cc1ccc(N)cc1.O=S(=O)(O[Pd]1c2ccccc2-c2ccccc2N~1)C(F)(F)F.CC(C)c1cc(C(C)C)c(-c2ccccc2P(C2CCCCC2)C2CCCCC2)c(C(C)C)c1.CN1CCCN2CCCN=C12.CCOC(=O)c1cc(OC)no1. No catalyst specified. The product is Cc1ccc(Nc2ccc(C(F)(F)F)cc2)cc1. The yield is 0.377. (7) The reactants are FC(F)(F)c1ccc(Br)cc1.Cc1ccc(N)cc1.O=S(=O)(O[Pd]1c2ccccc2-c2ccccc2N~1)C(F)(F)F.CC(C)c1cc(C(C)C)c(-c2ccccc2P(C(C)(C)C)C(C)(C)C)c(C(C)C)c1.CCN=P(N=P(N(C)C)(N(C)C)N(C)C)(N(C)C)N(C)C.CCOC(=O)c1ccon1. No catalyst specified. The product is Cc1ccc(Nc2ccc(C(F)(F)F)cc2)cc1. The yield is 0.